This data is from Forward reaction prediction with 1.9M reactions from USPTO patents (1976-2016). The task is: Predict the product of the given reaction. Given the reactants [Cl:1][C:2]1[CH:7]=[CH:6][C:5]([C:8]2[CH:13]=[C:12]([CH3:14])[N:11]3[N:15]=[CH:16][C:17](I)=[C:10]3[N:9]=2)=[CH:4][CH:3]=1.[C:19]([C:21]1[S:25][C:24]([S:26]([NH2:29])(=[O:28])=[O:27])=[CH:23][CH:22]=1)#[CH:20], predict the reaction product. The product is: [Cl:1][C:2]1[CH:7]=[CH:6][C:5]([C:8]2[CH:13]=[C:12]([CH3:14])[N:11]3[N:15]=[CH:16][C:17]([C:20]#[C:19][C:21]4[S:25][C:24]([S:26]([NH2:29])(=[O:28])=[O:27])=[CH:23][CH:22]=4)=[C:10]3[N:9]=2)=[CH:4][CH:3]=1.